From a dataset of Catalyst prediction with 721,799 reactions and 888 catalyst types from USPTO. Predict which catalyst facilitates the given reaction. (1) Reactant: Cl[C:2]1[C:7]([F:8])=[CH:6][N:5]=[C:4]2[N:9]([Si](C(C)C)(C(C)C)C(C)C)[CH:10]=[CH:11][C:3]=12.[I-:22].[Na+].[C:24](Cl)(=[O:26])[CH3:25]. Product: [C:24]([N:9]1[C:4]2=[N:5][CH:6]=[C:7]([F:8])[C:2]([I:22])=[C:3]2[CH:11]=[CH:10]1)(=[O:26])[CH3:25]. The catalyst class is: 10. (2) Reactant: [C:1]1(=[O:10])[C:9]2[C:4](=[CH:5][CH:6]=[CH:7][CH:8]=2)[CH2:3][CH2:2]1.[N+:11]([O-])([O-:13])=[O:12].[K+]. Product: [N+:11]([C:5]1[CH:6]=[CH:7][CH:8]=[C:9]2[C:4]=1[CH2:3][CH2:2][C:1]2=[O:10])([O-:13])=[O:12]. The catalyst class is: 82. (3) Reactant: [C:1]([C:4]1[CH:5]([C:23]2[CH:31]=[CH:30][C:29]([C:32]#[N:33])=[CH:28][C:24]=2[C:25](O)=[O:26])[N:6]([CH3:22])[C:7](=[O:21])[N:8]([C:11]2[CH:16]=[CH:15][CH:14]=[C:13]([C:17]([F:20])([F:19])[F:18])[CH:12]=2)[C:9]=1[CH3:10])(=[O:3])[CH3:2].C(N(CC)CC)C.F[P-](F)(F)(F)(F)F.N1(OC(N(C)C)=[N+](C)C)C2N=CC=CC=2N=N1.[C:65]([NH:68][NH2:69])(=[O:67])[CH3:66]. Product: [C:65]([N:68]([C:25](=[O:26])[C:24]1[CH:28]=[C:29]([C:32]#[N:33])[CH:30]=[CH:31][C:23]=1[CH:5]1[C:4]([C:1](=[O:3])[CH3:2])=[C:9]([CH3:10])[N:8]([C:11]2[CH:16]=[CH:15][CH:14]=[C:13]([C:17]([F:18])([F:19])[F:20])[CH:12]=2)[C:7](=[O:21])[N:6]1[CH3:22])[NH2:69])(=[O:67])[CH3:66]. The catalyst class is: 9. (4) Reactant: OC(C)(C)[CH2:3][CH:4]=[C:5]1[CH:14]=[C:9]([C:10]([O:12]C)=[O:11])[CH:8]=[C:7]([C:15]([O:17]C)=[O:16])[CH2:6]1.O=C1O[C@H]([C@H](CO)O)C(O)=C1O.[OH-].[Na+]. Product: [C:4]([C:5]1[CH:6]=[C:7]([C:15]([OH:17])=[O:16])[CH:8]=[C:9]([CH:14]=1)[C:10]([OH:12])=[O:11])#[CH:3]. The catalyst class is: 6. (5) Reactant: [Si:1]([O:8][CH2:9][C:10]1[O:14][CH:13]=[C:12]([CH:15]=O)[CH:11]=1)([C:4]([CH3:7])([CH3:6])[CH3:5])([CH3:3])[CH3:2].Cl.NO.C([N:22](CC)CC)C.C1(N=C=NC2CCCCC2)CCCCC1. Product: [Si:1]([O:8][CH2:9][C:10]1[O:14][CH:13]=[C:12]([C:15]#[N:22])[CH:11]=1)([C:4]([CH3:7])([CH3:6])[CH3:5])([CH3:3])[CH3:2]. The catalyst class is: 665. (6) Reactant: [C:1]([O:4][C:5]1[C:10]([C:11]#[C:12][Si](C)(C)C)=[CH:9][C:8]([CH2:17][OH:18])=[CH:7][C:6]=1OC)(=O)C.[C:21]([OH:24])(=[O:23])[CH3:22].[F-].C([NH+](CCCC)CCCC)CCC.[NH4+].[Cl-]. Product: [C:21]([O:24][C:6]1[C:5]([O:4][CH3:1])=[C:10]([C:11]#[CH:12])[CH:9]=[C:8]([CH2:17][OH:18])[CH:7]=1)(=[O:23])[CH3:22]. The catalyst class is: 1. (7) Reactant: Cl[C:2]1[C:11]2[C:6](=[CH:7][C:8]([CH3:12])=[CH:9][CH:10]=2)[N:5]=[C:4]([C:13]2[C:18]([F:19])=[CH:17][CH:16]=[CH:15][C:14]=2[OH:20])[N:3]=1.C(OC(=O)[NH:27][CH2:28][CH:29]1[CH2:34][CH2:33][CH2:32][NH:31][CH2:30]1)(C)(C)C.C(O)(=O)C(O)=O.C(N(CC)CC)C. Product: [NH2:27][CH2:28][C@@H:29]1[CH2:34][CH2:33][CH2:32][N:31]([C:2]2[C:11]3[C:6](=[CH:7][C:8]([CH3:12])=[CH:9][CH:10]=3)[N:5]=[C:4]([C:13]3[C:18]([F:19])=[CH:17][CH:16]=[CH:15][C:14]=3[OH:20])[N:3]=2)[CH2:30]1. The catalyst class is: 2.